This data is from Full USPTO retrosynthesis dataset with 1.9M reactions from patents (1976-2016). The task is: Predict the reactants needed to synthesize the given product. (1) Given the product [F:33][C:10]1[CH:11]=[C:12]2[C:7](=[CH:8][CH:9]=1)[CH:6]=[C:5]([CH2:4][C:3]([OH:34])=[O:2])[C:14]([CH3:15])=[C:13]2[CH:16]1[CH2:21][CH2:20][N:19]([C:22](=[O:32])[NH:23][C:24]2[CH:29]=[CH:28][CH:27]=[CH:26][C:25]=2[O:30][CH3:31])[CH2:18][CH2:17]1, predict the reactants needed to synthesize it. The reactants are: C[O:2][C:3](=[O:34])[CH2:4][C:5]1[C:14]([CH3:15])=[C:13]([CH:16]2[CH2:21][CH2:20][N:19]([C:22](=[O:32])[NH:23][C:24]3[CH:29]=[CH:28][CH:27]=[CH:26][C:25]=3[O:30][CH3:31])[CH2:18][CH2:17]2)[C:12]2[C:7](=[CH:8][CH:9]=[C:10]([F:33])[CH:11]=2)[CH:6]=1.O.[OH-].[Li+]. (2) Given the product [O:1]1[C:5]2[CH:6]=[CH:7][CH:8]=[CH:9][C:4]=2[CH:3]=[C:2]1[C:10]([NH:12][C@@H:13]([CH2:29][CH2:30][CH2:31][NH:32][C:33](=[O:42])[CH2:34][CH2:35][C:36]1[CH:37]=[CH:38][CH:39]=[CH:40][CH:41]=1)[C:14]([NH:16][CH2:17][CH2:18][C:19]1[CH:28]=[CH:27][C:22]([C:23]([O-:25])=[O:24])=[CH:21][CH:20]=1)=[O:15])=[O:11].[Na+:44], predict the reactants needed to synthesize it. The reactants are: [O:1]1[C:5]2[CH:6]=[CH:7][CH:8]=[CH:9][C:4]=2[CH:3]=[C:2]1[C:10]([NH:12][C@@H:13]([CH2:29][CH2:30][CH2:31][NH:32][C:33](=[O:42])[CH2:34][CH2:35][C:36]1[CH:41]=[CH:40][CH:39]=[CH:38][CH:37]=1)[C:14]([NH:16][CH2:17][CH2:18][C:19]1[CH:28]=[CH:27][C:22]([C:23]([O:25]C)=[O:24])=[CH:21][CH:20]=1)=[O:15])=[O:11].[OH-].[Na+:44]. (3) The reactants are: S([C:15]1[C:24]2[C:19](=[CH:20][CH:21]=[C:22]([Br:25])[CH:23]=2)[C:18](=[O:26])[NH:17][CH:16]=1)S[C:15]1[C:24]2[C:19](=[CH:20][CH:21]=[C:22]([Br:25])[CH:23]=2)[C:18](=[O:26])[NH:17][CH:16]=1.[C:27]([O:33][CH2:34][C:35]([CH3:39])([CH3:38])[CH2:36]Br)(=[O:32])[C:28]([CH3:31])([CH3:30])[CH3:29].C(=O)([O-])[O-].[Cs+].[Cs+].O. Given the product [C:27]([O:33][CH2:34][C:35]([CH3:39])([CH3:38])[CH2:36][N:17]1[CH:16]=[CH:15][C:24]2[C:19](=[CH:20][CH:21]=[C:22]([Br:25])[CH:23]=2)[C:18]1=[O:26])(=[O:32])[C:28]([CH3:29])([CH3:30])[CH3:31], predict the reactants needed to synthesize it. (4) Given the product [I:6][C:7]1[CH:15]=[C:11]2[C:10](=[CH:9][CH:8]=1)[N:16]=[C:1]([CH3:2])[NH:5][C:12]2=[O:14], predict the reactants needed to synthesize it. The reactants are: [C:1]([O-])(=O)[CH3:2].[NH4+:5].[I:6][C:7]1[CH:15]=[C:11]([C:12]([OH:14])=O)[C:10]([NH2:16])=[CH:9][CH:8]=1.C([O-])([O-])(OCC)C.CO. (5) Given the product [Cl:11][C:12]1[CH:17]=[CH:16][C:15]([C:18](=[O:20])[CH2:19][CH2:25][C:26]([C:28]2[CH:33]=[CH:32][C:31]([Cl:34])=[C:30]([N+:35]([O-:37])=[O:36])[CH:29]=2)=[O:27])=[CH:14][C:13]=1[N+:21]([O-:23])=[O:22], predict the reactants needed to synthesize it. The reactants are: C(NCC)C.C(O)(C)(C)C.[Cl:11][C:12]1[CH:17]=[CH:16][C:15]([C:18](=[O:20])[CH3:19])=[CH:14][C:13]=1[N+:21]([O-:23])=[O:22].Br[CH2:25][C:26]([C:28]1[CH:33]=[CH:32][C:31]([Cl:34])=[C:30]([N+:35]([O-:37])=[O:36])[CH:29]=1)=[O:27]. (6) Given the product [S:1]1[CH2:6][CH2:5][CH:4]=[C:3]([C:7]([O:9][CH3:18])=[O:8])[CH2:2]1, predict the reactants needed to synthesize it. The reactants are: [S:1]1[CH2:6][CH2:5][CH:4]=[C:3]([C:7]([O-:9])=[O:8])[CH2:2]1.B(O[O-])=O.[Na+].O.[OH-].[Na+].[C:18](O)(=O)C. (7) Given the product [CH3:21][Si:18]([CH3:20])([CH3:19])[CH2:17][CH2:16][O:15][C:13](=[O:14])[CH2:12][C:6]1[C:5]2[C:9](=[CH:10][C:2]([F:1])=[C:3]([O:22][CH3:23])[CH:4]=2)[N:8]([C:40]([C:38]2[S:39][C:35]([Cl:34])=[CH:36][CH:37]=2)=[O:41])[C:7]=1[CH3:11], predict the reactants needed to synthesize it. The reactants are: [F:1][C:2]1[CH:10]=[C:9]2[C:5]([C:6]([CH2:12][C:13]([O:15][CH2:16][CH2:17][Si:18]([CH3:21])([CH3:20])[CH3:19])=[O:14])=[C:7]([CH3:11])[NH:8]2)=[CH:4][C:3]=1[O:22][CH3:23].C[Si]([N-][Si](C)(C)C)(C)C.[K+].[Cl:34][C:35]1[S:39][C:38]([C:40](Cl)=[O:41])=[CH:37][CH:36]=1.[Cl-].[NH4+].